From a dataset of Acute oral toxicity (LD50) regression data from Zhu et al.. Regression/Classification. Given a drug SMILES string, predict its toxicity properties. Task type varies by dataset: regression for continuous values (e.g., LD50, hERG inhibition percentage) or binary classification for toxic/non-toxic outcomes (e.g., AMES mutagenicity, cardiotoxicity, hepatotoxicity). Dataset: ld50_zhu. (1) The molecule is CC(C)(C)OOC(=O)c1ccccc1. The rat oral LD50 is 2.28, given as -log10 of the dose in mol/kg body weight (higher means more acutely toxic). (2) The molecule is CC(C)(C=O)CO. The rat oral LD50 is 1.50, given as -log10 of the dose in mol/kg body weight (higher means more acutely toxic).